From a dataset of Reaction yield outcomes from USPTO patents with 853,638 reactions. Predict the reaction yield, written as a fraction of the theoretical maximum amount of product (1.0 means a 100% yield; for example, 0.34 means a 34% yield). The reactants are [F:1][C:2]1[CH:10]=[C:9]2[C:5]([CH2:6][C:7](=[N:12]O)[C:8]2=[O:11])=[C:4]([CH3:14])[CH:3]=1.P(Cl)(Cl)(Cl)(Cl)[Cl:16]. The catalyst is C(Cl)(Cl)(Cl)Cl. The product is [Cl:16][C:7]1[NH:12][C:8](=[O:11])[C:9]2[C:5]([CH:6]=1)=[C:4]([CH3:14])[CH:3]=[C:2]([F:1])[CH:10]=2. The yield is 0.680.